This data is from Full USPTO retrosynthesis dataset with 1.9M reactions from patents (1976-2016). The task is: Predict the reactants needed to synthesize the given product. (1) Given the product [ClH:1].[CH2:20]([C:15]1([OH:19])[CH2:16][CH:17]2[CH:13]([CH2:12][CH:11]([NH:10][CH2:22][CH:23]([N:25]3[CH2:29][CH2:28][CH2:27][CH:26]3[C:30]#[N:31])[OH:24])[CH2:18]2)[CH2:14]1)[CH3:21], predict the reactants needed to synthesize it. The reactants are: [Cl:1]CCl.C(OC(=O)[N:10]([CH2:22][C:23]([N:25]1[CH2:29][CH2:28][CH2:27][CH:26]1[C:30]#[N:31])=[O:24])[CH:11]1[CH2:18][CH:17]2[CH:13]([CH2:14][C:15]([CH2:20][CH3:21])([OH:19])[CH2:16]2)[CH2:12]1)(C)(C)C.Cl. (2) Given the product [CH3:9][O:8][C:6](=[O:7])[C:5]1[CH:10]=[CH:11][C:2]([F:1])=[CH:3][C:4]=1[O:12][C:14]1[CH:19]=[N:18][C:17]([N+:20]([O-:22])=[O:21])=[CH:16][CH:15]=1, predict the reactants needed to synthesize it. The reactants are: [F:1][C:2]1[CH:11]=[CH:10][C:5]([C:6]([O:8][CH3:9])=[O:7])=[C:4]([OH:12])[CH:3]=1.Cl[C:14]1[CH:15]=[CH:16][C:17]([N+:20]([O-:22])=[O:21])=[N:18][CH:19]=1.C(=O)([O-])[O-].[K+].[K+].CS(C)=O. (3) Given the product [Cl:1][C:2]1[CH:7]=[C:6]([Cl:8])[CH:5]=[CH:4][C:3]=1[C:9]1[N:10]=[C:11](/[CH:14]=[CH:15]/[C:16]2[CH:17]=[CH:18][C:19]([O:22][CH3:23])=[CH:20][CH:21]=2)[N:12]([CH2:25][C:26]([OH:28])=[O:27])[CH:13]=1, predict the reactants needed to synthesize it. The reactants are: [Cl:1][C:2]1[CH:7]=[C:6]([Cl:8])[CH:5]=[CH:4][C:3]=1[C:9]1[N:10]=[C:11](/[CH:14]=[CH:15]/[C:16]2[CH:21]=[CH:20][C:19]([O:22][CH3:23])=[CH:18][CH:17]=2)[NH:12][CH:13]=1.Br[CH2:25][C:26]([O:28]C)=[O:27]. (4) Given the product [S:1]1[CH:5]=[CH:4][N:3]=[C:2]1[NH:6][C:7]([C:9]1[C:17]2[C:12](=[CH:13][C:14]([F:18])=[CH:15][CH:16]=2)[N:11]([CH2:26][CH2:25][C:20]2[CH:21]=[CH:22][CH:23]=[CH:24][N:19]=2)[CH:10]=1)=[O:8], predict the reactants needed to synthesize it. The reactants are: [S:1]1[CH:5]=[CH:4][N:3]=[C:2]1[NH:6][C:7]([C:9]1[C:17]2[C:12](=[CH:13][C:14]([F:18])=[CH:15][CH:16]=2)[NH:11][CH:10]=1)=[O:8].[N:19]1[CH:24]=[CH:23][CH:22]=[CH:21][C:20]=1[CH2:25][CH2:26]OS(C1C=CC(C)=CC=1)(=O)=O. (5) Given the product [F:50][C:46]1[CH:47]=[CH:48][CH:49]=[C:12]([F:11])[C:13]=1[CH2:14][O:15][C:16]([C:25]1[CH:30]=[CH:29][C:28]([C@:31]2([S:36]([C:39]3[CH:44]=[CH:43][C:42]([F:45])=[CH:41][CH:40]=3)(=[O:38])=[O:37])[CH2:35][CH2:34][N:33]([C:91]([C:88]3([OH:94])[CH2:87][CH2:86][N:85]([C:83]([O:82][C:78]([CH3:80])([CH3:79])[CH3:81])=[O:84])[CH2:90][CH2:89]3)=[O:92])[CH2:32]2)=[CH:27][CH:26]=1)([C:17]([F:20])([F:19])[F:18])[C:21]([F:24])([F:22])[F:23], predict the reactants needed to synthesize it. The reactants are: CCN(C(C)C)C(C)C.Cl.[F:11][C:12]1[CH:49]=[CH:48][CH:47]=[C:46]([F:50])[C:13]=1[CH2:14][O:15][C:16]([C:25]1[CH:30]=[CH:29][C:28]([C@:31]2([S:36]([C:39]3[CH:44]=[CH:43][C:42]([F:45])=[CH:41][CH:40]=3)(=[O:38])=[O:37])[CH2:35][CH2:34][NH:33][CH2:32]2)=[CH:27][CH:26]=1)([C:21]([F:24])([F:23])[F:22])[C:17]([F:20])([F:19])[F:18].F[P-](F)(F)(F)(F)F.N1(O[P+](N(C)C)(N(C)C)N(C)C)C2C=CC=CC=2N=N1.[C:78]([O:82][C:83]([N:85]1[CH2:90][CH2:89][C:88]([OH:94])([C:91](O)=[O:92])[CH2:87][CH2:86]1)=[O:84])([CH3:81])([CH3:80])[CH3:79].